This data is from NCI-60 drug combinations with 297,098 pairs across 59 cell lines. The task is: Regression. Given two drug SMILES strings and cell line genomic features, predict the synergy score measuring deviation from expected non-interaction effect. (1) Drug 1: C1CCC(C1)C(CC#N)N2C=C(C=N2)C3=C4C=CNC4=NC=N3. Drug 2: CC1=C(C(=CC=C1)Cl)NC(=O)C2=CN=C(S2)NC3=CC(=NC(=N3)C)N4CCN(CC4)CCO. Cell line: K-562. Synergy scores: CSS=92.2, Synergy_ZIP=18.5, Synergy_Bliss=15.7, Synergy_Loewe=-5.34, Synergy_HSA=16.6. (2) Drug 2: CN(C)C1=NC(=NC(=N1)N(C)C)N(C)C. Drug 1: COC1=C(C=C2C(=C1)N=CN=C2NC3=CC(=C(C=C3)F)Cl)OCCCN4CCOCC4. Synergy scores: CSS=19.1, Synergy_ZIP=-4.58, Synergy_Bliss=1.06, Synergy_Loewe=-20.6, Synergy_HSA=0.238. Cell line: PC-3.